Dataset: Peptide-MHC class I binding affinity with 185,985 pairs from IEDB/IMGT. Task: Regression. Given a peptide amino acid sequence and an MHC pseudo amino acid sequence, predict their binding affinity value. This is MHC class I binding data. (1) The MHC is HLA-A30:01 with pseudo-sequence HLA-A30:01. The binding affinity (normalized) is 0.213. The peptide sequence is QAYAAPQLF. (2) The peptide sequence is SYPPPPASF. The MHC is HLA-B08:01 with pseudo-sequence HLA-B08:01. The binding affinity (normalized) is 0.0847. (3) The peptide sequence is RSSCISEADAS. The MHC is Mamu-A01 with pseudo-sequence Mamu-A01. The binding affinity (normalized) is 0. (4) The peptide sequence is ARAAARAAL. The MHC is HLA-B14:02 with pseudo-sequence HLA-B14:02. The binding affinity (normalized) is 0.453. (5) The peptide sequence is STGKSIKFK. The MHC is HLA-A02:19 with pseudo-sequence HLA-A02:19. The binding affinity (normalized) is 0.0847. (6) The peptide sequence is AMGKPVPYCY. The MHC is HLA-A30:02 with pseudo-sequence HLA-A30:02. The binding affinity (normalized) is 0.991.